This data is from Reaction yield outcomes from USPTO patents with 853,638 reactions. The task is: Predict the reaction yield, written as a fraction of the theoretical maximum amount of product (1.0 means a 100% yield; for example, 0.34 means a 34% yield). (1) The reactants are CS(O[C@H:6]1[CH2:10][CH2:9][N:8]([CH2:11][C:12]2[CH:17]=[CH:16][C:15]([CH:18]([F:20])[F:19])=[CH:14][CH:13]=2)[C:7]1=[O:21])(=O)=O.Cl.[F:23][C@H:24]1[C@H:29]([C:30]2[CH:35]=[CH:34][C:33]([OH:36])=[CH:32][CH:31]=2)[CH2:28][CH2:27][NH:26][CH2:25]1.C(N(CC)C(C)C)(C)C. The catalyst is C(#N)C. The product is [F:19][CH:18]([F:20])[C:15]1[CH:16]=[CH:17][C:12]([CH2:11][N:8]2[CH2:9][CH2:10][CH:6]([N:26]3[CH2:27][CH2:28][C@@H:29]([C:30]4[CH:35]=[CH:34][C:33]([OH:36])=[CH:32][CH:31]=4)[C@H:24]([F:23])[CH2:25]3)[C:7]2=[O:21])=[CH:13][CH:14]=1. The yield is 0.350. (2) The reactants are N[C:2]1[C:10]2[C:5](=[N:6][C:7]([C:29]([CH3:32])([CH3:31])[CH3:30])=[CH:8][C:9]=2[C:11]2[CH:16]=[CH:15][C:14]([NH:17][C:18]([NH:20][C:21]3[CH:26]=[CH:25][CH:24]=[C:23]([CH2:27][CH3:28])[CH:22]=3)=[O:19])=[CH:13][CH:12]=2)[NH:4][N:3]=1.S(=O)(=O)(O)O.N([O-])=O.[Na+]. No catalyst specified. The product is [C:29]([C:7]1[N:6]=[C:5]2[NH:4][N:3]=[CH:2][C:10]2=[C:9]([C:11]2[CH:12]=[CH:13][C:14]([NH:17][C:18]([NH:20][C:21]3[CH:26]=[CH:25][CH:24]=[C:23]([CH2:27][CH3:28])[CH:22]=3)=[O:19])=[CH:15][CH:16]=2)[CH:8]=1)([CH3:32])([CH3:31])[CH3:30]. The yield is 0.420. (3) The reactants are Cl.[NH2:2][CH2:3][C:4]1([CH2:7]C(O)=O)[CH2:6][CH2:5]1.S(Cl)([Cl:13])=[O:12].[CH3:15][OH:16]. No catalyst specified. The product is [ClH:13].[CH3:15][O:16][C:7]([C:4]1([CH2:3][NH2:2])[CH2:5][CH2:6]1)=[O:12]. The yield is 0.980. (4) The reactants are [N+:1]([C:4]1[CH:5]=[C:6]([C:10]2[S:11][C:12]3[CH:17]=[CH:16][N:15]=[CH:14][C:13]=3[N:18]=2)[CH:7]=[CH:8][CH:9]=1)([O-])=O.[NH4+].[Cl-].O. The catalyst is [Fe].CO. The product is [S:11]1[C:12]2[CH:17]=[CH:16][N:15]=[CH:14][C:13]=2[N:18]=[C:10]1[C:6]1[CH:5]=[C:4]([NH2:1])[CH:9]=[CH:8][CH:7]=1. The yield is 0.630. (5) The reactants are Cl[C:2]1[N:3]=[C:4]([N:14]2[CH2:19][CH2:18][O:17][CH2:16][CH2:15]2)[C:5]2[S:10][C:9]([C:11]([OH:13])=[O:12])=[CH:8][C:6]=2[N:7]=1.[NH2:20][C:21]1[N:26]=[CH:25][C:24](B(O)O)=[CH:23][N:22]=1. No catalyst specified. The product is [NH2:20][C:21]1[N:26]=[CH:25][C:24]([C:2]2[N:3]=[C:4]([N:14]3[CH2:19][CH2:18][O:17][CH2:16][CH2:15]3)[C:5]3[S:10][C:9]([C:11]([OH:13])=[O:12])=[CH:8][C:6]=3[N:7]=2)=[CH:23][N:22]=1. The yield is 0.970. (6) The reactants are [CH2:1]([N:8]1[C:12]([NH2:13])=[CH:11][CH:10]=[N:9]1)[C:2]1[CH:7]=[CH:6][CH:5]=[CH:4][CH:3]=1.[Si:14]([O:21][C:22]1[CH:27]=[CH:26][C:25](B(O)O)=[CH:24][CH:23]=1)([C:17]([CH3:20])([CH3:19])[CH3:18])([CH3:16])[CH3:15].N1C=CC=CC=1. The catalyst is O1CCCC1.C(OCC)(=O)C.C([O-])(=O)C.[Cu+2].C([O-])(=O)C. The product is [CH2:1]([N:8]1[C:12]([NH:13][C:25]2[CH:26]=[CH:27][C:22]([O:21][Si:14]([C:17]([CH3:20])([CH3:19])[CH3:18])([CH3:15])[CH3:16])=[CH:23][CH:24]=2)=[CH:11][CH:10]=[N:9]1)[C:2]1[CH:3]=[CH:4][CH:5]=[CH:6][CH:7]=1. The yield is 0.450. (7) The reactants are [F:1][C:2]([F:16])([F:15])[C:3]1[CH:4]=[C:5]([N:9]2[CH:13]=[CH:12][C:11]([NH2:14])=[N:10]2)[CH:6]=[CH:7][CH:8]=1.N1C=CC=CC=1.[Cl:23][C:24]1[CH:25]=[CH:26][C:27]([N+:33]([O-:35])=[O:34])=[C:28]([CH:32]=1)[C:29](Cl)=[O:30]. The catalyst is ClCCl. The product is [Cl:23][C:24]1[CH:25]=[CH:26][C:27]([N+:33]([O-:35])=[O:34])=[C:28]([CH:32]=1)[C:29]([NH:14][C:11]1[CH:12]=[CH:13][N:9]([C:5]2[CH:6]=[CH:7][CH:8]=[C:3]([C:2]([F:1])([F:15])[F:16])[CH:4]=2)[N:10]=1)=[O:30]. The yield is 0.850. (8) The reactants are [Cl:1][C:2]1[N:11]=[C:10]([Cl:12])[CH:9]=[C:8](I)[C:3]=1[C:4]([O:6][CH3:7])=[O:5].[C:14]([Zn]C#N)#[N:15].O.CCOC(C)=O. The catalyst is CN(C=O)C.C1C=CC([P]([Pd]([P](C2C=CC=CC=2)(C2C=CC=CC=2)C2C=CC=CC=2)([P](C2C=CC=CC=2)(C2C=CC=CC=2)C2C=CC=CC=2)[P](C2C=CC=CC=2)(C2C=CC=CC=2)C2C=CC=CC=2)(C2C=CC=CC=2)C2C=CC=CC=2)=CC=1. The product is [Cl:1][C:2]1[N:11]=[C:10]([Cl:12])[CH:9]=[C:8]([C:14]#[N:15])[C:3]=1[C:4]([O:6][CH3:7])=[O:5]. The yield is 0.400.